From a dataset of Catalyst prediction with 721,799 reactions and 888 catalyst types from USPTO. Predict which catalyst facilitates the given reaction. (1) Reactant: [CH2:1]([O:8][C:9]1[CH:14]=[CH:13][C:12]([C:15](=[O:17])[CH3:16])=[CH:11][C:10]=1[O:18][CH3:19])[C:2]1[CH:7]=[CH:6][CH:5]=[CH:4][CH:3]=1.[N+:20]([O-])([OH:22])=[O:21].OS(O)(=O)=O.O. Product: [CH2:1]([O:8][C:9]1[C:10]([O:18][CH3:19])=[CH:11][C:12]([C:15](=[O:17])[CH3:16])=[C:13]([N+:20]([O-:22])=[O:21])[CH:14]=1)[C:2]1[CH:3]=[CH:4][CH:5]=[CH:6][CH:7]=1. The catalyst class is: 4. (2) Reactant: [CH2:1]([O:8][C:9]([CH:11]([NH:29][C:30]([O:32][C:33]([CH3:36])([CH3:35])[CH3:34])=[O:31])[CH2:12][C:13]1[CH:28]=[CH:27][C:16]([O:17][C:18]2[CH:26]=[CH:25][C:21]([C:22](O)=[O:23])=[CH:20][CH:19]=2)=[CH:15][CH:14]=1)=[O:10])[C:2]1[CH:7]=[CH:6][CH:5]=[CH:4][CH:3]=1.CN1CCOCC1.CN([P+]([O:54][N:55]1N=NC2C=CC=CC1=2)(N(C)C)N(C)C)C.F[P-](F)(F)(F)(F)F.Cl.NO. Product: [CH2:1]([O:8][C:9](=[O:10])[CH:11]([NH:29][C:30]([O:32][C:33]([CH3:34])([CH3:35])[CH3:36])=[O:31])[CH2:12][C:13]1[CH:14]=[CH:15][C:16]([O:17][C:18]2[CH:19]=[CH:20][C:21]([C:22](=[O:23])[NH:55][OH:54])=[CH:25][CH:26]=2)=[CH:27][CH:28]=1)[C:2]1[CH:3]=[CH:4][CH:5]=[CH:6][CH:7]=1. The catalyst class is: 875. (3) Reactant: C([O:3][C:4](=[O:26])[C:5]1[CH:10]=[CH:9][C:8]([O:11][CH:12]([CH3:14])[CH3:13])=[C:7]([O:15][CH2:16][CH2:17][C:18]2[CH:23]=[CH:22][C:21]([Cl:24])=[CH:20][C:19]=2[Cl:25])[CH:6]=1)C.O.[OH-].[Na+].Cl. Product: [Cl:25][C:19]1[CH:20]=[C:21]([Cl:24])[CH:22]=[CH:23][C:18]=1[CH2:17][CH2:16][O:15][C:7]1[CH:6]=[C:5]([CH:10]=[CH:9][C:8]=1[O:11][CH:12]([CH3:14])[CH3:13])[C:4]([OH:26])=[O:3]. The catalyst class is: 12. (4) Reactant: [Cl:1][C:2]1[C:3]([N:8]2[CH2:17][CH2:16][C:15]3[C:14]([NH:18][C:19]4[CH:27]=[C:26]5[C:22]([C:23]([CH3:32])([CH3:31])[CH2:24][N:25]5C(=O)C)=[CH:21][CH:20]=4)=[N:13][CH:12]=[N:11][C:10]=3[CH2:9]2)=[N:4][CH:5]=[CH:6][CH:7]=1.Cl. Product: [Cl:1][C:2]1[C:3]([N:8]2[CH2:17][CH2:16][C:15]3[C:14]([NH:18][C:19]4[CH:27]=[C:26]5[C:22]([C:23]([CH3:32])([CH3:31])[CH2:24][NH:25]5)=[CH:21][CH:20]=4)=[N:13][CH:12]=[N:11][C:10]=3[CH2:9]2)=[N:4][CH:5]=[CH:6][CH:7]=1. The catalyst class is: 14. (5) Reactant: [C:1]([CH2:3][C:4]1([N:25]2[CH:29]=[C:28](B3OC(C)(C)C(C)(C)O3)[CH:27]=[N:26]2)[CH2:7][N:6]([C:8]2[C:22]([F:23])=[CH:21][C:11]([C:12]([NH:14][C@@H:15]([CH3:20])[C:16]([F:19])([F:18])[F:17])=[O:13])=[C:10]([F:24])[CH:9]=2)[CH2:5]1)#[N:2].Br[C:40]1[C:41]([CH3:46])=[N:42][NH:43][C:44]=1[CH3:45].C(=O)([O-])[O-].[Na+].[Na+].O. The catalyst class is: 77. Product: [C:1]([CH2:3][C:4]1([N:25]2[CH:29]=[C:28]([C:40]3[C:41]([CH3:46])=[N:42][NH:43][C:44]=3[CH3:45])[CH:27]=[N:26]2)[CH2:5][N:6]([C:8]2[C:22]([F:23])=[CH:21][C:11]([C:12]([NH:14][C@@H:15]([CH3:20])[C:16]([F:17])([F:18])[F:19])=[O:13])=[C:10]([F:24])[CH:9]=2)[CH2:7]1)#[N:2]. (6) Reactant: Cl[C:2]1[CH:18]=[C:17]([C:19]2[N:23]=[C:22]([C:24]3[CH:29]=[CH:28][C:27]([C:30]4[CH:35]=[CH:34][CH:33]=[CH:32][C:31]=4[CH3:36])=[C:26]([CH2:37][O:38][CH3:39])[CH:25]=3)[O:21][N:20]=2)[CH:16]=[CH:15][C:3]=1[CH2:4][N:5]([CH3:14])[CH2:6][C:7]([O:9]C(C)(C)C)=[O:8].[ClH:40]. Product: [CH3:39][O:38][CH2:37][C:26]1[CH:25]=[C:24]([C:22]2[O:21][N:20]=[C:19]([C:17]3[CH:16]=[CH:15][C:3]([CH2:4][N:5]([CH3:14])[CH2:6][C:7]([OH:9])=[O:8])=[CH:2][C:18]=3[Cl:40])[N:23]=2)[CH:29]=[CH:28][C:27]=1[C:30]1[CH:35]=[CH:34][CH:33]=[CH:32][C:31]=1[CH3:36]. The catalyst class is: 12. (7) Reactant: [Cl-].[Al+3].[Cl-].[Cl-].[H-].[Al+3].[Li+].[H-].[H-].[H-].[C:11]([C:13]1[CH:14]=[C:15]2[C:19](=[CH:20][CH:21]=1)[NH:18][CH:17]=[CH:16]2)#[N:12].[OH-].[Na+]. Product: [NH:18]1[C:19]2[C:15](=[CH:14][C:13]([CH2:11][NH2:12])=[CH:21][CH:20]=2)[CH:16]=[CH:17]1. The catalyst class is: 28. (8) Reactant: [CH:1]([N:4]1[CH:8]=[C:7]([C:9]([O:11]CC)=[O:10])[N:6]=[C:5]1[CH3:14])([CH3:3])[CH3:2].[OH-].[Na+].Cl. Product: [CH:1]([N:4]1[CH:8]=[C:7]([C:9]([OH:11])=[O:10])[N:6]=[C:5]1[CH3:14])([CH3:3])[CH3:2]. The catalyst class is: 92.